This data is from Peptide-MHC class I binding affinity with 185,985 pairs from IEDB/IMGT. The task is: Regression. Given a peptide amino acid sequence and an MHC pseudo amino acid sequence, predict their binding affinity value. This is MHC class I binding data. (1) The peptide sequence is LTAMGMSLN. The MHC is Mamu-A02 with pseudo-sequence Mamu-A02. The binding affinity (normalized) is 0.407. (2) The peptide sequence is AQFLYLYAL. The MHC is HLA-A02:02 with pseudo-sequence HLA-A02:02. The binding affinity (normalized) is 1.00. (3) The binding affinity (normalized) is 0.370. The MHC is HLA-A29:02 with pseudo-sequence HLA-A29:02. The peptide sequence is LWPVTLACF. (4) The peptide sequence is HTAEIQQFF. The MHC is HLA-A03:01 with pseudo-sequence HLA-A03:01. The binding affinity (normalized) is 0.121. (5) The peptide sequence is NAAIGAVFV. The MHC is HLA-A68:02 with pseudo-sequence HLA-A68:02. The binding affinity (normalized) is 0.776. (6) The MHC is HLA-A32:01 with pseudo-sequence HLA-A32:01. The peptide sequence is MLDDLTMGY. The binding affinity (normalized) is 0.291. (7) The peptide sequence is PMQQLTQPL. The MHC is HLA-A31:01 with pseudo-sequence HLA-A31:01. The binding affinity (normalized) is 0.0847. (8) The peptide sequence is RLLACLCKHK. The MHC is HLA-A33:01 with pseudo-sequence HLA-A33:01. The binding affinity (normalized) is 0.223.